From a dataset of Forward reaction prediction with 1.9M reactions from USPTO patents (1976-2016). Predict the product of the given reaction. The product is: [N:12]1([CH2:2][C:3]([C:5]2[CH:10]=[CH:9][CH:8]=[C:7]([Br:11])[CH:6]=2)=[O:4])[C:16]2[CH:17]=[CH:18][CH:19]=[CH:20][C:15]=2[N:14]=[CH:13]1. Given the reactants Br[CH2:2][C:3]([C:5]1[CH:10]=[CH:9][CH:8]=[C:7]([Br:11])[CH:6]=1)=[O:4].[N:12]1[C:16]2[CH:17]=[CH:18][CH:19]=[CH:20][C:15]=2[NH:14][CH:13]=1, predict the reaction product.